Dataset: Forward reaction prediction with 1.9M reactions from USPTO patents (1976-2016). Task: Predict the product of the given reaction. Given the reactants [CH2:1]([N:8]1[C@@H:13]2[CH2:14][CH2:15][C@@:9]1([C:17]1[CH:22]=[CH:21][CH:20]=[CH:19][CH:18]=1)[C@H:10]([OH:16])[CH2:11][CH2:12]2)[C:2]1[CH:7]=[CH:6][CH:5]=[CH:4][CH:3]=1.[H-].[Na+].[F:25][C:26]([F:40])([F:39])[C:27]1[CH:34]=[CH:33][C:32]([C:35]([F:38])([F:37])[F:36])=[CH:31][C:28]=1[CH2:29]Br.C(Br)C1C=CC=CC=1, predict the reaction product. The product is: [CH2:1]([N:8]1[C@@H:13]2[CH2:14][CH2:15][C@@:9]1([C:17]1[CH:22]=[CH:21][CH:20]=[CH:19][CH:18]=1)[C@H:10]([O:16][CH2:29][C:28]1[CH:31]=[C:32]([C:35]([F:37])([F:38])[F:36])[CH:33]=[CH:34][C:27]=1[C:26]([F:25])([F:39])[F:40])[CH2:11][CH2:12]2)[C:2]1[CH:3]=[CH:4][CH:5]=[CH:6][CH:7]=1.